From a dataset of Catalyst prediction with 721,799 reactions and 888 catalyst types from USPTO. Predict which catalyst facilitates the given reaction. Reactant: [CH:1]1([C:4]([N:6]2[CH2:10][CH2:9][C@H:8]([NH:11][C:12]3[N:20]=[CH:19][N:18]=[C:17]4[C:13]=3[N:14]=[C:15]([CH2:23][CH:24]3[CH2:27][N:26](C(OC(C)(C)C)=O)[CH2:25]3)[N:16]4[CH2:21][CH3:22])[CH2:7]2)=[O:5])[CH2:3][CH2:2]1.[C:35]([OH:41])([C:37]([F:40])([F:39])[F:38])=[O:36]. Product: [NH:26]1[CH2:25][CH:24]([CH2:23][C:15]2[N:16]([CH2:21][CH3:22])[C:17]3[C:13]([N:14]=2)=[C:12]([NH:11][C@H:8]2[CH2:9][CH2:10][N:6]([C:4]([CH:1]4[CH2:2][CH2:3]4)=[O:5])[CH2:7]2)[N:20]=[CH:19][N:18]=3)[CH2:27]1.[C:35]([OH:41])([C:37]([F:40])([F:39])[F:38])=[O:36]. The catalyst class is: 2.